Dataset: Reaction yield outcomes from USPTO patents with 853,638 reactions. Task: Predict the reaction yield, written as a fraction of the theoretical maximum amount of product (1.0 means a 100% yield; for example, 0.34 means a 34% yield). (1) The reactants are [N+:1]([C:4]1[CH:5]=[CH:6][C:7]2[S:11][CH:10]=[N:9][C:8]=2[CH:12]=1)([O-])=O.O.O.[Sn](Cl)Cl.[OH-].[Na+]. The catalyst is CC(O)C. The product is [S:11]1[C:7]2[CH:6]=[CH:5][C:4]([NH2:1])=[CH:12][C:8]=2[N:9]=[CH:10]1. The yield is 0.520. (2) The reactants are [N:1]1([NH:7][C:8]([C:10]2[N:11]=[C:12]([C:23]3[CH:28]=[CH:27][C:26]([Cl:29])=[CH:25][C:24]=3[Cl:30])[N:13]([C:16]3[CH:21]=[CH:20][C:19]([OH:22])=[CH:18][CH:17]=3)[C:14]=2[CH3:15])=[O:9])[CH2:6][CH2:5][CH2:4][CH2:3][CH2:2]1.C(N(CC)CC)C.[F:38][C:39]([F:47])([F:46])[CH2:40][CH2:41][S:42](Cl)(=[O:44])=[O:43].O. The catalyst is ClCCl. The product is [Cl:30][C:24]1[CH:25]=[C:26]([Cl:29])[CH:27]=[CH:28][C:23]=1[C:12]1[N:13]([C:16]2[CH:17]=[CH:18][C:19]([O:22][S:42]([CH2:41][CH2:40][C:39]([F:47])([F:46])[F:38])(=[O:44])=[O:43])=[CH:20][CH:21]=2)[C:14]([CH3:15])=[C:10]([C:8](=[O:9])[NH:7][N:1]2[CH2:6][CH2:5][CH2:4][CH2:3][CH2:2]2)[N:11]=1. The yield is 0.590. (3) The reactants are [NH:1]1[CH2:7][CH2:6][CH2:5][CH:4]([N:8]2[CH:12]=[C:11]([CH2:13][NH:14][C:15]3[CH:16]=[C:17]4[C:22](=[C:23]([Cl:25])[CH:24]=3)[N:21]=[CH:20][C:19]([C:26]#[N:27])=[C:18]4[NH:28][C:29]3[CH:34]=[CH:33][C:32]([F:35])=[C:31]([Cl:36])[CH:30]=3)[N:10]=[N:9]2)[CH2:3][CH2:2]1.Cl[CH:38](Cl)[CH3:39].C(=O)C.C(O[BH-](OC(=O)C)OC(=O)C)(=O)C.[Na+]. The catalyst is C(O)(=O)C. The product is [Cl:25][C:23]1[CH:24]=[C:15]([NH:14][CH2:13][C:11]2[N:10]=[N:9][N:8]([CH:4]3[CH2:5][CH2:6][CH2:7][N:1]([CH2:38][CH3:39])[CH2:2][CH2:3]3)[CH:12]=2)[CH:16]=[C:17]2[C:22]=1[N:21]=[CH:20][C:19]([C:26]#[N:27])=[C:18]2[NH:28][C:29]1[CH:34]=[CH:33][C:32]([F:35])=[C:31]([Cl:36])[CH:30]=1. The yield is 0.250. (4) The reactants are [C:1]([O:5][CH:6]([C:11]1[CH:15]=[C:14]([C:16]2[CH:21]=[CH:20][CH:19]=[CH:18][CH:17]=2)[S:13][C:12]=1[C:22]1[CH:23]=[CH:24][C:25]2[O:30][CH2:29][CH2:28][CH2:27][C:26]=2[CH:31]=1)[C:7]([O:9]C)=[O:8])([CH3:4])([CH3:3])[CH3:2].[OH-].[K+]. The catalyst is C(O)C.O. The product is [C:1]([O:5][CH:6]([C:11]1[CH:15]=[C:14]([C:16]2[CH:21]=[CH:20][CH:19]=[CH:18][CH:17]=2)[S:13][C:12]=1[C:22]1[CH:23]=[CH:24][C:25]2[O:30][CH2:29][CH2:28][CH2:27][C:26]=2[CH:31]=1)[C:7]([OH:9])=[O:8])([CH3:4])([CH3:2])[CH3:3]. The yield is 0.810. (5) The reactants are [Cl:1][C:2]1[CH:7]=[CH:6][C:5]([C:8]2[O:9][C:10]3[CH:20]=[C:19]([NH:21][S:22]([CH3:25])(=[O:24])=[O:23])[C:18]([CH:26]4[CH2:28][CH2:27]4)=[CH:17][C:11]=3[C:12]=2[C:13]([NH:15][CH3:16])=[O:14])=[CH:4][CH:3]=1.[Cl:29][C:30]1[CH:35]=[C:34](F)[CH:33]=[CH:32][C:31]=1[N+:37]([O-:39])=[O:38].C(=O)([O-])[O-].[K+].[K+]. The catalyst is COCCOC.O. The product is [Cl:29][C:30]1[CH:35]=[C:34]([N:21]([C:19]2[C:18]([CH:26]3[CH2:28][CH2:27]3)=[CH:17][C:11]3[C:12]([C:13]([NH:15][CH3:16])=[O:14])=[C:8]([C:5]4[CH:6]=[CH:7][C:2]([Cl:1])=[CH:3][CH:4]=4)[O:9][C:10]=3[CH:20]=2)[S:22]([CH3:25])(=[O:23])=[O:24])[CH:33]=[CH:32][C:31]=1[N+:37]([O-:39])=[O:38]. The yield is 0.650.